Predict which catalyst facilitates the given reaction. From a dataset of Catalyst prediction with 721,799 reactions and 888 catalyst types from USPTO. (1) Reactant: [CH3:1][O:2][C:3]([C:5]1[CH:6]([C:16]2[CH:21]=[CH:20][CH:19]=[C:18]([N+:22]([O-:24])=[O:23])[CH:17]=2)[C:7]([C:13]([OH:15])=[O:14])=[C:8]([CH3:12])[NH:9][C:10]=1[CH3:11])=[O:4].COC1C=CC2N=CC=C([C@H](O)[C@@H]3N4C[C@H](C=C)C(CC4)C3)C=2C=1.O. Product: [CH3:1][O:2][C:3]([C:5]1[C@H:6]([C:16]2[CH:21]=[CH:20][CH:19]=[C:18]([N+:22]([O-:24])=[O:23])[CH:17]=2)[C:7]([C:13]([OH:15])=[O:14])=[C:8]([CH3:12])[NH:9][C:10]=1[CH3:11])=[O:4]. The catalyst class is: 5. (2) Reactant: Cl[C:2]1[CH:7]=[CH:6][C:5]([N+:8]([O-:10])=[O:9])=[CH:4][N:3]=1.[NH:11]1[CH2:16][CH2:15][CH2:14][CH2:13][CH2:12]1. Product: [N+:8]([C:5]1[CH:6]=[CH:7][C:2]([N:11]2[CH2:16][CH2:15][CH2:14][CH2:13][CH2:12]2)=[N:3][CH:4]=1)([O-:10])=[O:9]. The catalyst class is: 8. (3) Reactant: C[O:2][C:3](=O)[CH2:4][C:5]1[CH:6]=[CH:7][C:8]2[O:12][C:11]([NH:13][CH:14]3[CH2:19][CH2:18][N:17]([CH2:20][C:21]4[CH:26]=[C:25]([O:27][CH2:28][CH3:29])[C:24]([F:30])=[C:23]([O:31][CH2:32][CH3:33])[CH:22]=4)[CH2:16][CH2:15]3)=[N:10][C:9]=2[CH:34]=1.[H-].[Al+3].[Li+].[H-].[H-].[H-]. Product: [CH2:32]([O:31][C:23]1[CH:22]=[C:21]([CH:26]=[C:25]([O:27][CH2:28][CH3:29])[C:24]=1[F:30])[CH2:20][N:17]1[CH2:16][CH2:15][CH:14]([NH:13][C:11]2[O:12][C:8]3[CH:7]=[CH:6][C:5]([CH2:4][CH2:3][OH:2])=[CH:34][C:9]=3[N:10]=2)[CH2:19][CH2:18]1)[CH3:33]. The catalyst class is: 7. (4) Reactant: [O:1]([CH2:8][C@@H:9]([OH:23])[CH2:10][NH:11][C@@H:12]([CH2:15][C:16]1[CH:21]=[CH:20][C:19]([OH:22])=[CH:18][CH:17]=1)[CH2:13][OH:14])[C:2]1[CH:7]=[CH:6][CH:5]=[CH:4][CH:3]=1.[ClH:24]. Product: [ClH:24].[O:1]([CH2:8][C@@H:9]([OH:23])[CH2:10][NH:11][C@@H:12]([CH2:15][C:16]1[CH:17]=[CH:18][C:19]([OH:22])=[CH:20][CH:21]=1)[CH2:13][OH:14])[C:2]1[CH:7]=[CH:6][CH:5]=[CH:4][CH:3]=1. The catalyst class is: 12. (5) Reactant: [F:1][C:2]1[CH:3]=[CH:4][C:5]([N+:13]([O-:15])=[O:14])=[C:6]2[C:10]=1[NH:9][CH:8]=[C:7]2SC.O[O:17][S:18]([O-:20])=O.[K+].[CH3:22]O. Product: [F:1][C:2]1[CH:3]=[CH:4][C:5]([N+:13]([O-:15])=[O:14])=[C:6]2[C:10]=1[NH:9][CH:8]=[C:7]2[S:18]([CH3:22])(=[O:20])=[O:17]. The catalyst class is: 6.